The task is: Predict the reaction yield, written as a fraction of the theoretical maximum amount of product (1.0 means a 100% yield; for example, 0.34 means a 34% yield).. This data is from Reaction yield outcomes from USPTO patents with 853,638 reactions. (1) The reactants are [Cl:1][C:2]1[CH:7]=[CH:6][C:5]([N:8]2[C:12]([C:13]3[CH:18]=[CH:17][C:16]([CH3:19])=[CH:15][CH:14]=3)=[CH:11][C:10]([C:20]3([OH:30])[CH2:29][CH2:28][C:23]4(OCC[O:24]4)[CH2:22][CH2:21]3)=[N:9]2)=[CH:4][CH:3]=1.C(=O)([O-])O.[Na+]. The catalyst is O1CCCC1.Cl. The product is [OH:30][C:20]1([C:10]2[CH:11]=[C:12]([C:13]3[CH:18]=[CH:17][C:16]([CH3:19])=[CH:15][CH:14]=3)[N:8]([C:5]3[CH:4]=[CH:3][C:2]([Cl:1])=[CH:7][CH:6]=3)[N:9]=2)[CH2:21][CH2:22][C:23](=[O:24])[CH2:28][CH2:29]1. The yield is 0.610. (2) The reactants are [N+:1]([C:4]1[CH:5]=[C:6]2[C:11](=[CH:12][CH:13]=1)[N:10]=[CH:9][CH:8]=[N:7]2)([O-])=O.O.NN. The catalyst is CO.[Ni]. The product is [N:10]1[C:11]2[C:6](=[CH:5][C:4]([NH2:1])=[CH:13][CH:12]=2)[N:7]=[CH:8][CH:9]=1. The yield is 0.990. (3) The reactants are [CH3:1][C:2]1[C:11]2[C:6](=[CH:7][CH:8]=[CH:9][CH:10]=2)[C:5]([C:12](Cl)=[O:13])=[CH:4][CH:3]=1.[NH2:15][C:16]1[C:17]([C:22]([O:24][CH3:25])=[O:23])=[N:18][CH:19]=[CH:20][N:21]=1. The catalyst is CN(C1C=CN=CC=1)C.N1C=CC=CC=1. The product is [CH3:1][C:2]1[C:11]2[C:6](=[CH:7][CH:8]=[CH:9][CH:10]=2)[C:5]([C:12]([NH:15][C:16]2[C:17]([C:22]([O:24][CH3:25])=[O:23])=[N:18][CH:19]=[CH:20][N:21]=2)=[O:13])=[CH:4][CH:3]=1. The yield is 0.470. (4) The reactants are C(OC(=O)[NH:7][C@H:8]([C:10]1[N:11]([C:27]2[CH:32]=[CH:31][CH:30]=[CH:29][CH:28]=2)[C:12](=[O:26])[C:13]2[C:18]([CH:19]=1)=[CH:17][CH:16]=[CH:15][C:14]=2[C:20]1[CH:21]=[N:22][N:23]([CH3:25])[CH:24]=1)[CH3:9])(C)(C)C.Cl.C([O-])(O)=O.[Na+]. The catalyst is C(Cl)Cl.CCOC(C)=O. The product is [NH2:7][C@H:8]([C:10]1[N:11]([C:27]2[CH:28]=[CH:29][CH:30]=[CH:31][CH:32]=2)[C:12](=[O:26])[C:13]2[C:18]([CH:19]=1)=[CH:17][CH:16]=[CH:15][C:14]=2[C:20]1[CH:21]=[N:22][N:23]([CH3:25])[CH:24]=1)[CH3:9]. The yield is 0.443. (5) The reactants are C(O[C:4]([C:6]1[C:7]([C:11]2[NH:15][C:14]3[CH:16]=[CH:17][CH:18]=[CH:19][C:13]=3[N:12]=2)=[N:8][NH:9][CH:10]=1)=[O:5])C.[C:20]([NH2:24])([CH3:23])([CH3:22])[CH3:21].C(NC(C1C(C2NC3C=CC=CC=3N=2)=NNC=1)=O)(C)C. No catalyst specified. The product is [C:20]([NH:24][C:4]([C:6]1[C:7]([C:11]2[NH:12][C:13]3[CH:19]=[CH:18][CH:17]=[CH:16][C:14]=3[N:15]=2)=[N:8][NH:9][CH:10]=1)=[O:5])([CH3:23])([CH3:22])[CH3:21]. The yield is 0.190. (6) The reactants are [CH3:1][S:2]([NH2:5])(=[O:4])=[O:3].[H-].[Na+].Cl[CH2:9][CH2:10][C:11]([C:13]1[CH:18]=[CH:17][CH:16]=[CH:15][CH:14]=1)=[O:12].O. The catalyst is CN(C)C=O. The product is [CH3:1][S:2]([NH:5][CH2:9][CH2:10][C:11]([C:13]1[CH:18]=[CH:17][CH:16]=[CH:15][CH:14]=1)=[O:12])(=[O:4])=[O:3]. The yield is 0.210. (7) The reactants are [C:1]([C:3]1[C:4]([O:17][CH3:18])=[C:5]([CH2:15]O)[C:6]2[C:11]([C:12]=1[O:13][CH3:14])=[CH:10][CH:9]=[CH:8][CH:7]=2)#[N:2].[Na+].[I-:20]. The catalyst is C(#N)C. The product is [C:1]([C:3]1[C:4]([O:17][CH3:18])=[C:5]([CH2:15][I:20])[C:6]2[C:11]([C:12]=1[O:13][CH3:14])=[CH:10][CH:9]=[CH:8][CH:7]=2)#[N:2]. The yield is 0.630. (8) The reactants are [F:1][C:2]([F:13])([F:12])[C:3](=[O:11])[CH2:4][C:5](=[O:10])[C:6]([CH3:9])([CH3:8])[CH3:7].[Br:14][C:15]1[CH:16]=[C:17]([CH:20]=[CH:21][C:22]=1[F:23])[CH:18]=O.N1CCCCC1.C(O)(=O)C. The catalyst is C1(C)C=CC=CC=1. The product is [Br:14][C:15]1[CH:16]=[C:17]([CH:20]=[CH:21][C:22]=1[F:23])[CH:18]=[C:4]([C:5](=[O:10])[C:6]([CH3:9])([CH3:7])[CH3:8])[C:3](=[O:11])[C:2]([F:12])([F:13])[F:1]. The yield is 0.180.